This data is from Blood-brain barrier penetration binary classification data from Martins et al.. The task is: Regression/Classification. Given a drug SMILES string, predict its absorption, distribution, metabolism, or excretion properties. Task type varies by dataset: regression for continuous measurements (e.g., permeability, clearance, half-life) or binary classification for categorical outcomes (e.g., BBB penetration, CYP inhibition). Dataset: bbb_martins. (1) The drug is Cc1cc(=O)c(C(=O)N[C@@H](C(=O)NC2C(=O)N3C(C(=O)O)=C(CSc4nnnn4C)CS[C@H]23)c2ccc(O)cc2)c[nH]1. The result is 0 (does not penetrate BBB). (2) The molecule is Oc1ccc2c(c1)C13CCCCC1C(C2)N(CCc1ccccc1)CC3. The result is 1 (penetrates BBB). (3) The compound is COC(OC)C(=O)[C@@]12OC(C)(C)O[C@@H]1CC1C3C[C@H](F)C4=CC(=O)C=CC4(C)[C@@]3(F)C(O)CC12C. The result is 1 (penetrates BBB).